Dataset: Reaction yield outcomes from USPTO patents with 853,638 reactions. Task: Predict the reaction yield, written as a fraction of the theoretical maximum amount of product (1.0 means a 100% yield; for example, 0.34 means a 34% yield). (1) The reactants are Cl[C:2]1[N:7]=[C:6]([NH:8][C@@H:9]2[CH2:17][C@H:16]3[N:12]([CH2:13][CH2:14][CH2:15]3)[C:11]([CH3:19])([CH3:18])[CH2:10]2)[C:5]([F:20])=[CH:4][N:3]=1.C1(C)C=CC(S(O)(=O)=O)=CC=1.[NH2:32][C:33]1[C:34]([F:47])=[CH:35][C:36]([Br:46])=[C:37]([N:39]2[C:43](=[O:44])[N:42]([CH3:45])[N:41]=[N:40]2)[CH:38]=1.C(=O)(O)[O-].[Na+]. The catalyst is C(O)(C)C. The product is [CH3:18][C:11]1([CH3:19])[CH2:10][C@H:9]([NH:8][C:6]2[C:5]([F:20])=[CH:4][N:3]=[C:2]([NH:32][C:33]3[C:34]([F:47])=[CH:35][C:36]([Br:46])=[C:37]([N:39]4[C:43](=[O:44])[N:42]([CH3:45])[N:41]=[N:40]4)[CH:38]=3)[N:7]=2)[CH2:17][C@H:16]2[N:12]1[CH2:13][CH2:14][CH2:15]2. The yield is 0.530. (2) The yield is 0.130. The product is [CH3:12][C:13]1[N:17]([CH2:18][C:19]2[C:28]3[C:23](=[CH:24][CH:25]=[CH:26][CH:27]=3)[CH:22]=[CH:21][CH:20]=2)[C:16]2[CH:29]=[C:30]([N:35]3[CH2:40][CH2:39][O:38][CH2:37][CH2:36]3)[CH:31]=[C:32]([C:33]3[NH:34][N:3]=[N:2][N:1]=3)[C:15]=2[N:14]=1. The reactants are [N-:1]=[N+:2]=[N-:3].[Na+].[Cl-].[NH4+].CN(C)C=O.[CH3:12][C:13]1[N:17]([CH2:18][C:19]2[C:28]3[C:23](=[CH:24][CH:25]=[CH:26][CH:27]=3)[CH:22]=[CH:21][CH:20]=2)[C:16]2[CH:29]=[C:30]([N:35]3[CH2:40][CH2:39][O:38][CH2:37][CH2:36]3)[CH:31]=[C:32]([C:33]#[N:34])[C:15]=2[N:14]=1. The catalyst is O. (3) The reactants are [F:1][C:2]([F:37])([F:36])[C:3]1[CH:4]=[C:5]([CH:33]=[CH:34][CH:35]=1)[C:6]([NH:8][C:9]1[CH:10]=[C:11]([CH:30]=[CH:31][CH:32]=1)[O:12][C:13]1[CH:14]=[CH:15][C:16]2[N:17]([CH:19]=[C:20]([NH:22]C(=O)OC(C)(C)C)[N:21]=2)[N:18]=1)=[O:7].Cl.C(OCC)(=O)C. The catalyst is CO. The product is [NH2:22][C:20]1[N:21]=[C:16]2[CH:15]=[CH:14][C:13]([O:12][C:11]3[CH:10]=[C:9]([NH:8][C:6](=[O:7])[C:5]4[CH:33]=[CH:34][CH:35]=[C:3]([C:2]([F:37])([F:36])[F:1])[CH:4]=4)[CH:32]=[CH:31][CH:30]=3)=[N:18][N:17]2[CH:19]=1. The yield is 0.820. (4) The reactants are BrC1C=CC(CC2CCN(C3CCC4(OCCO4)CC3)C2=O)=C(Cl)C=1.C1(O)C=CC=CC=1.N1C2C(=CC=CC=2O)C=CC=1.C(=O)([O-])[O-].[K+].[K+].CN1CCN(C)C1=O.[Cl:58][C:59]1[CH:81]=[C:80]([O:82][C:83]2[CH:88]=[CH:87][CH:86]=[CH:85][CH:84]=2)[CH:79]=[CH:78][C:60]=1[CH2:61][CH:62]1[CH2:66][CH2:65][N:64]([CH:67]2[CH2:76][CH2:75][C:70]3(OCC[O:71]3)[CH2:69][CH2:68]2)[C:63]1=[O:77]. The product is [Cl:58][C:59]1[CH:81]=[C:80]([O:82][C:83]2[CH:88]=[CH:87][CH:86]=[CH:85][CH:84]=2)[CH:79]=[CH:78][C:60]=1[CH2:61][CH:62]1[CH2:66][CH2:65][N:64]([CH:67]2[CH2:68][CH2:69][C:70](=[O:71])[CH2:75][CH2:76]2)[C:63]1=[O:77]. The yield is 0.680. The catalyst is [Cu](I)I. (5) The reactants are [NH2:1][C@@H:2]([C@H:13]([CH:19]1[CH2:24][CH2:23][CH2:22][CH2:21][CH2:20]1)[O:14][Si](C)(C)C)[CH2:3][N:4]([CH3:12])[C:5](=[O:11])[O:6][C:7]([CH3:10])([CH3:9])[CH3:8].CCN(C(C)C)C(C)C.C1N=CN([C:39]([N:41]2[CH:45]=N[CH:43]=[CH:42]2)=[O:40])C=1.[Cl:46][C:47]1[C:52]([F:53])=[CH:51][CH:50]=[CH:49][C:48]=1[C@@:54]([OH:69])([C@@H:63]1CCCN[CH2:64]1)[CH2:55][CH2:56][CH2:57][NH:58][C:59](=[O:62])[O:60][CH3:61]. The catalyst is C(Cl)Cl. The product is [Cl:46][C:47]1[C:52]([F:53])=[CH:51][CH:50]=[CH:49][C:48]=1[C@:54]([C@@H:63]1[CH2:64][CH2:43][CH2:42][N:41]([C:39](=[O:40])[NH:1][C@H:2]([CH2:3][N:4]([CH3:12])[C:5]([O:6][C:7]([CH3:10])([CH3:9])[CH3:8])=[O:11])[C@H:13]([CH:19]2[CH2:24][CH2:23][CH2:22][CH2:21][CH2:20]2)[OH:14])[CH2:45]1)([OH:69])[CH2:55][CH2:56][CH2:57][NH:58][C:59](=[O:62])[O:60][CH3:61]. The yield is 0.468.